Binary Classification. Given a drug SMILES string, predict its activity (active/inactive) in a high-throughput screening assay against a specified biological target. From a dataset of HIV replication inhibition screening data with 41,000+ compounds from the AIDS Antiviral Screen. (1) The molecule is O=C1c2n[nH]nc2C(=O)c2n[nH]nc21. The result is 0 (inactive). (2) The result is 0 (inactive). The molecule is C=C1CN(S(=O)(=O)c2ccc(C)cc2)CCCN(C(C)C)CCCN(S(=O)(=O)c2ccc(C)cc2)C1.Cl. (3) The molecule is COC1(OC)CCC2C1C1CCC(OC)(OC)C21. The result is 0 (inactive). (4) The drug is CCCCCCCCCCCC(C(=O)O)C(=O)O. The result is 0 (inactive). (5) The molecule is COC(=O)c1cc2cc(O)c(O)cc2cn1.Cl. The result is 0 (inactive). (6) The drug is CCn1ccc(=O)nc1. The result is 0 (inactive). (7) The drug is NC(=S)NN=CC(F)(F)F. The result is 0 (inactive). (8) The compound is Cc1cn(C2CC([N+](=O)[N-]Nc3ccc([N+](=O)[O-])cc3)C(CO[Si](C)(C)C(C)(C)C)O2)c(=O)[nH]c1=O. The result is 0 (inactive). (9) The result is 0 (inactive). The drug is CN1CC(=Cc2ccc(Cl)cc2)C(=O)C(=Cc2ccc(Cl)cc2)C1.Cl.